Dataset: Forward reaction prediction with 1.9M reactions from USPTO patents (1976-2016). Task: Predict the product of the given reaction. (1) Given the reactants C(N(CC)CC)C.[C:8]([N:12]1[C:16]([NH2:17])=[CH:15][C:14]([C:18]([CH3:21])([CH3:20])[CH3:19])=[N:13]1)([CH3:11])([CH3:10])[CH3:9].[C:22]([C:24]1[CH:25]=[C:26]([NH:43][C:44]2[N:49]=[C:48]([O:50][C:51]3[C:60]4[C:55](=[CH:56][CH:57]=[CH:58][CH:59]=4)[C:54]([NH:61][C:62](=O)[O:63]C4C=CC=CC=4)=[CH:53][CH:52]=3)[CH:47]=[CH:46][N:45]=2)[CH:27]=[C:28]([C:30](=[O:42])[NH:31][CH2:32][CH2:33][O:34][CH2:35][CH2:36][O:37][CH2:38][CH2:39][O:40][CH3:41])[CH:29]=1)#[CH:23], predict the reaction product. The product is: [C:8]([N:12]1[C:16]([NH:17][C:62](=[O:63])[NH:61][C:54]2[C:55]3[C:60](=[CH:59][CH:58]=[CH:57][CH:56]=3)[C:51]([O:50][C:48]3[CH:47]=[CH:46][N:45]=[C:44]([NH:43][C:26]4[CH:27]=[C:28]([CH:29]=[C:24]([C:22]#[CH:23])[CH:25]=4)[C:30]([NH:31][CH2:32][CH2:33][O:34][CH2:35][CH2:36][O:37][CH2:38][CH2:39][O:40][CH3:41])=[O:42])[N:49]=3)=[CH:52][CH:53]=2)=[CH:15][C:14]([C:18]([CH3:21])([CH3:20])[CH3:19])=[N:13]1)([CH3:11])([CH3:10])[CH3:9]. (2) Given the reactants [NH2:1][C:2]1[C:12]2[CH2:11][CH2:10][N:9]([C:13](=[O:18])[C:14]([F:17])([F:16])[F:15])[CH2:8][CH2:7][C:6]=2[CH:5]=[CH:4][C:3]=1[Cl:19].ClC1C=CC2CNC(C(=O)C(F)(F)F)CCC=2C=1N[CH2:39][C:40]1[CH:45]=[CH:44][C:43]([O:46][CH3:47])=[CH:42][CH:41]=1.ClC1C(=O)C(C#N)=C(C#N)C(=O)C=1Cl, predict the reaction product. The product is: [Cl:19][C:3]1[CH:4]=[CH:5][C:6]2[CH2:7][CH2:8][N:9]([C:13](=[O:18])[C:14]([F:17])([F:15])[F:16])[CH2:10][CH2:11][C:12]=2[C:2]=1[NH:1][CH2:39][C:40]1[CH:45]=[CH:44][C:43]([O:46][CH3:47])=[CH:42][CH:41]=1.